This data is from Full USPTO retrosynthesis dataset with 1.9M reactions from patents (1976-2016). The task is: Predict the reactants needed to synthesize the given product. The reactants are: [CH2:1]([CH2:11][CH2:12][CH2:13][CH2:14][CH2:15][CH2:16]O)[CH2:2][CH2:3][CH2:4][CH2:5][CH2:6][CH2:7][C:8]([OH:10])=[O:9].[C:18]([O-])(=O)C(C(CC([O-])=O)C([O-])=O)O. Given the product [C:8]([O:10][CH3:18])(=[O:9])[CH2:7][CH2:6][CH2:5][CH2:4][CH2:3][CH2:2][CH2:1][CH2:11][CH2:12][CH2:13][CH2:14][CH2:15][CH3:16], predict the reactants needed to synthesize it.